From a dataset of Experimentally validated miRNA-target interactions with 360,000+ pairs, plus equal number of negative samples. Binary Classification. Given a miRNA mature sequence and a target amino acid sequence, predict their likelihood of interaction. (1) The miRNA is mmu-miR-466j with sequence UGUGUGCAUGUGCAUGUGUGUAA. The protein sequence of the target gene is MGLPRGPEGQGLPEVETREDEEQNVKLTEILELLVAAGYFRARIKGLSPFDKVVGGMTWCITTCNFDVDVDLLFQENSTIGQKIALSEKIVSVLPRMKCPHQLEPHQIQGMDFIHIFPVVQWLVKRAIETKEEMGDYIRSYSVSQFQKTYSLPEDDDFIKRKEKAIKTVVDLSEVYKPRRKYKRHQGAEELLDEESRIHATLLEYGRRYGFSRQSKMEKAEDKKTALPAGLSATEKADAHEEDELRAAEEQRIQSLMTKMTAMANEESRLTASSVGQIVGLCSAEIKQIVSEYAEKQSEL.... Result: 0 (no interaction). (2) The miRNA is hsa-miR-520f-3p with sequence AAGUGCUUCCUUUUAGAGGGUU. The protein sequence of the target gene is MPREIITLQLGQCGNQIGFEFWKQLCAEHGISPEGIVEEFATEGTDRKDVFFYQADDEHYIPRAVLLDLEPRVIHSILNSPYAKLYNPENIYLSEHGGGAGNNWASGFSQGEKIHEDIFDIIDREADGSDSLEGFVLCHSIAGGTGSGLGSYLLERLNDRYPKKLVQTYSVFPNQDEMSDVVVQPYNSLLTLKRLTQNADCVVVLDNTALNRIATDRLHIQNPSFSQINQLVSTIMSASTTTLRYPGYMNNDLIGLIASLIPTPRLHFLMTGYTPLTTDQSVASVRKTTVLDVMRRLLQP.... Result: 1 (interaction). (3) The miRNA is mmu-miR-495-3p with sequence AAACAAACAUGGUGCACUUCUU. The protein sequence of the target gene is MSNGYEDHMAEDCRDDIGRTNLIVNYLPQNMTQEELRSLFSSIGEVESAKLIRDKVAGHSLGYGFVNYVTAKDAERAISTLNGLRLQSKTIKVSYARPSSEVIKDANLYISGLPRTMTQKDVEDMFSRFGRIINSRVLVDQTTGLSRGVAFIRFDKRSEAEEAITSFNGHKPPGSSEPITVKFAANPNQNKNMALLSQLYHSPARRFGGPVHHQAQRFRFSPMGVDHMSGISGVNVPGNASSGWCIFIYNLGQDADEGILWQMFGPFGAVTNVKVIRDFNTNKCKGFGFVTMTNYEEAAM.... Result: 1 (interaction). (4) The miRNA is hsa-miR-6742-5p with sequence AGUGGGGUGGGACCCAGCUGUU. The protein sequence of the target gene is MEPEPAAQKQPRPRRRSRRVSMLSEEPAAGLPADTPGPAANERCSLRRGSSFTFLTPGPHWDFTLKRKRREKDDDAVSLSSLDLKEPSNKRVRPLARVTSLANLISPVRNGAVRRFGQTIQSFTLRGDHRSPASAQKSFSRSTVPTPTKRRSSALWSEMLDINMKESLTTREIKRQEAIYELSRGEQDLIEDLKLARKAYHDPMLKLSIMSEEELTHIFGDLDAYIPLHEDLLARIGEATKPDGTVEQIGHILVNWLPGLNAYRGYCSNQLAAKALLDQKKQDPRVQDFLQRCLESPFSR.... Result: 0 (no interaction). (5) The miRNA is mmu-miR-295-5p with sequence ACUCAAAUGUGGGGCACACUUC. The protein sequence of the target gene is MSTAGVAAQDIRVPLKTGFLHNGQALGNMKTCWGSRNEFEKNFLNIDPITMAYNLNSPAPEHLTTLGCASPSAPGSGHFFAERGPSPKSSLPPLVIPPSESSGQREEDQVLCGFKKLSVNGVCASTPPLTPIQSCSSPFPCAAPCDRSSRPLPPLPISEDPSLDEADCEVEFLTSADTDFLLEDCVPSDFKYDVPGRRSFRGCGQINYAYFDSPTVSVADLSCASDQNRVVPDPNPPPPQSHRRLRRSHSGPAGSFNKPAIRISSCTHRASPSSDEDKPEIPPRVPIPPRPAKPDYRRWS.... Result: 0 (no interaction). (6) The miRNA is mmu-miR-7000-3p with sequence CACCCACCUGCCUGUCCUCCAG. The protein sequence of the target gene is MADSKAKPAKAANKTPPKSPGDPARAAKRLSLESEGANEGATAAPELSALEEAFRRFAVHGDTRATGKEMHGKNWSKLCKDCHVIDGKNVTVTDVDIVFSKIKGKSCRTITFEQFQEALEELAKKRFKDKSSEEAVREVHRLIEGRAPVISGVTKAVSSPTVSRLTDTSKFTGSHKERFDQSGKGKGKAGRVDLVDESGYVPGYKHAGTYDQKVQGGK. Result: 0 (no interaction).